This data is from Full USPTO retrosynthesis dataset with 1.9M reactions from patents (1976-2016). The task is: Predict the reactants needed to synthesize the given product. (1) Given the product [F:18][C:19]1[CH:27]=[CH:26][CH:25]=[CH:24][C:20]=1[C:21]([NH:17][C:14]1[CH:13]=[CH:12][C:11]([C:10]2[C:2]([CH3:1])=[CH:3][C:4]3[O:5][CH2:6][CH2:7][C:8]=3[CH:9]=2)=[CH:16][N:15]=1)=[O:22], predict the reactants needed to synthesize it. The reactants are: [CH3:1][C:2]1[C:10]([C:11]2[CH:12]=[CH:13][C:14]([NH2:17])=[N:15][CH:16]=2)=[CH:9][C:8]2[CH2:7][CH2:6][O:5][C:4]=2[CH:3]=1.[F:18][C:19]1[CH:27]=[CH:26][CH:25]=[CH:24][C:20]=1[C:21](Cl)=[O:22]. (2) Given the product [Br:17][C:18]1[N:19]=[C:20]([NH:12][C:11]2[CH:13]=[CH:14][C:8]([N:5]3[CH2:6][CH2:7][CH:2]([F:1])[CH2:3][CH2:4]3)=[CH:9][CH:10]=2)[C:21]2[N:22]([CH:24]=[CH:25][N:26]=2)[CH:23]=1, predict the reactants needed to synthesize it. The reactants are: [F:1][CH:2]1[CH2:7][CH2:6][N:5]([C:8]2[CH:14]=[CH:13][C:11]([NH2:12])=[CH:10][C:9]=2OC)[CH2:4][CH2:3]1.[Br:17][C:18]1[N:19]=[C:20](Br)[C:21]2[N:22]([CH:24]=[CH:25][N:26]=2)[CH:23]=1.C(=O)([O-])[O-].[K+].[K+]. (3) Given the product [C:1]([C:3]1[CH:8]=[CH:7][CH:6]=[CH:5][N:4]=1)(=[NH:15])[NH2:2], predict the reactants needed to synthesize it. The reactants are: [C:1]([C:3]1[CH:8]=[CH:7][CH:6]=[CH:5][N:4]=1)#[N:2].CO.C([O-])(=O)C.[NH4+:15].[Cl-].[NH4+].